Predict which catalyst facilitates the given reaction. From a dataset of Catalyst prediction with 721,799 reactions and 888 catalyst types from USPTO. (1) Reactant: [NH2:1][C:2]1[CH:3]=[C:4]([CH:7]=[CH:8][C:9]=1[OH:10])[C:5]#[N:6].[Cl-].Cl[C:13](=[N+:15]([CH3:17])[CH3:16])Cl. Product: [CH3:13][N:15]([CH3:17])[C:16]1[O:10][C:9]2[CH:8]=[CH:7][C:4]([C:5]#[N:6])=[CH:3][C:2]=2[N:1]=1. The catalyst class is: 2. (2) Reactant: [Cl:1][C:2]1[CH:7]=[CH:6][C:5]([NH:8][S:9]([C:12]2[CH:17]=[CH:16][CH:15]=[CH:14][CH:13]=2)(=[O:11])=[O:10])=[CH:4][C:3]=1[NH:18][CH:19]1[CH2:24][CH2:23][N:22]([CH3:25])[CH2:21][CH2:20]1.Cl. Product: [ClH:1].[Cl:1][C:2]1[CH:7]=[CH:6][C:5]([NH:8][S:9]([C:12]2[CH:13]=[CH:14][CH:15]=[CH:16][CH:17]=2)(=[O:11])=[O:10])=[CH:4][C:3]=1[NH:18][CH:19]1[CH2:24][CH2:23][N:22]([CH3:25])[CH2:21][CH2:20]1. The catalyst class is: 27. (3) Reactant: [CH3:1][CH2:2]/[CH:3]=[CH:4]\[CH2:5][CH:6]1[C:10](=[O:11])[CH2:9][CH2:8][CH:7]1[CH2:12][C:13]([OH:15])=[O:14].O. The catalyst class is: 8. Product: [OH:11][CH:10]1[CH2:9][CH2:8][C@H:7]([CH2:12][C:13]([OH:15])=[O:14])[C@H:6]1[CH2:5]/[CH:4]=[CH:3]\[CH2:2][CH3:1]. (4) Reactant: C(OC(=O)[NH:7][C:8]1[CH:13]=[C:12]([C:14]#[N:15])[CH:11]=[C:10]([C:16]([N:18]2[CH2:22][CH:21]([N:23]3[CH2:28][CH2:27][N:26]([CH3:29])[CH2:25][CH2:24]3)[CH:20]([O:30][Si:31]([C:34]([CH3:37])([CH3:36])[CH3:35])([CH3:33])[CH3:32])[CH2:19]2)=[O:17])[C:9]=1[Cl:38])(C)(C)C.C(O)(C(F)(F)F)=O. Product: [NH2:7][C:8]1[CH:13]=[C:12]([CH:11]=[C:10]([C:16]([N:18]2[CH2:22][CH:21]([N:23]3[CH2:24][CH2:25][N:26]([CH3:29])[CH2:27][CH2:28]3)[CH:20]([O:30][Si:31]([C:34]([CH3:37])([CH3:36])[CH3:35])([CH3:33])[CH3:32])[CH2:19]2)=[O:17])[C:9]=1[Cl:38])[C:14]#[N:15]. The catalyst class is: 4. (5) Reactant: Cl.[Br:2][C:3]1[CH:8]=[CH:7][C:6]([NH:9]N)=[CH:5][CH:4]=1.[CH2:11]1[CH2:18][C:16](=O)[C:14](=O)[CH2:13][CH2:12]1. Product: [Br:2][C:3]1[CH:8]=[CH:7][C:6]2[NH:9][C:13]3[C:12](=[CH:11][CH:18]=[C:16]4[C:14]=3[NH:9][C:6]3[C:5]4=[CH:4][C:3]([Br:2])=[CH:8][CH:7]=3)[C:5]=2[CH:4]=1. The catalyst class is: 212. (6) Reactant: [CH3:1][O:2][C:3]1[CH:4]=[C:5]2[C:10](=[CH:11][C:12]=1[O:13][CH3:14])[N:9]=[CH:8][CH:7]=[C:6]2[O:15][C:16]1[CH:17]=[C:18]2[C:23](=[CH:24][CH:25]=1)[C:22]([NH2:26])=[CH:21][CH:20]=[CH:19]2.[C:27]1([S:33](Cl)(=[O:35])=[O:34])[CH:32]=[CH:31][CH:30]=[CH:29][CH:28]=1. Product: [CH3:1][O:2][C:3]1[CH:4]=[C:5]2[C:10](=[CH:11][C:12]=1[O:13][CH3:14])[N:9]=[CH:8][CH:7]=[C:6]2[O:15][C:16]1[CH:17]=[C:18]2[C:23](=[CH:24][CH:25]=1)[C:22]([NH:26][S:33]([C:27]1[CH:32]=[CH:31][CH:30]=[CH:29][CH:28]=1)(=[O:35])=[O:34])=[CH:21][CH:20]=[CH:19]2. The catalyst class is: 17. (7) Reactant: [F:1][C:2]1[CH:7]=[CH:6][C:5]([C:8]2[C:16]3[C:11](=[CH:12][CH:13]=[C:14]([NH:17][C:18]([C:20]4([S:25][CH3:26])[CH2:24][CH2:23][NH:22][CH2:21]4)=[O:19])[CH:15]=3)[NH:10][N:9]=2)=[CH:4][CH:3]=1.Cl[CH2:28][C:29]([N:31]1[CH2:36][CH2:35][N:34]([C:37]2[CH:42]=[CH:41][C:40]([C:43]3[N:48]=[CH:47][CH:46]=[CH:45][N:44]=3)=[C:39]([F:49])[CH:38]=2)[CH2:33][CH2:32]1)=[O:30].C(N(C(C)C)CC)(C)C. Product: [F:1][C:2]1[CH:7]=[CH:6][C:5]([C:8]2[C:16]3[C:11](=[CH:12][CH:13]=[C:14]([NH:17][C:18]([C:20]4([S:25][CH3:26])[CH2:24][CH2:23][N:22]([CH2:28][C:29]([N:31]5[CH2:36][CH2:35][N:34]([C:37]6[CH:42]=[CH:41][C:40]([C:43]7[N:44]=[CH:45][CH:46]=[CH:47][N:48]=7)=[C:39]([F:49])[CH:38]=6)[CH2:33][CH2:32]5)=[O:30])[CH2:21]4)=[O:19])[CH:15]=3)[NH:10][N:9]=2)=[CH:4][CH:3]=1. The catalyst class is: 9. (8) Reactant: [Br:1][CH2:2][CH2:3][CH2:4][CH2:5][CH2:6][CH2:7][O:8][C:9]([O:11][CH2:12]/[C:13](/[C:24]1[CH:29]=[CH:28][C:27]([S:30]([CH3:33])(=[O:32])=[O:31])=[CH:26][CH:25]=1)=[C:14](/[C:18]1[CH:23]=[CH:22][CH:21]=[CH:20][CH:19]=1)\[C:15]([OH:17])=[O:16])=[O:10].[CH2:34](I)[CH3:35].C(=O)([O-])[O-].[K+].[K+]. Product: [Br:1][CH2:2][CH2:3][CH2:4][CH2:5][CH2:6][CH2:7][O:8][C:9]([O:11][CH2:12]/[C:13](/[C:24]1[CH:25]=[CH:26][C:27]([S:30]([CH3:33])(=[O:31])=[O:32])=[CH:28][CH:29]=1)=[C:14](/[C:18]1[CH:19]=[CH:20][CH:21]=[CH:22][CH:23]=1)\[C:15]([O:17][CH2:34][CH3:35])=[O:16])=[O:10]. The catalyst class is: 3. (9) Reactant: Cl[C:2]1[N:3]=[CH:4][CH:5]=[C:6]2[CH:10]=[C:9]([C:11]([NH2:13])=[O:12])[S:8][C:7]=12.[NH:14]1[CH2:19][CH2:18][CH:17]([CH2:20][CH2:21][NH:22][C:23](=[O:29])[O:24][C:25]([CH3:28])([CH3:27])[CH3:26])[CH2:16][CH2:15]1.CCN(C(C)C)C(C)C. Product: [C:11]([C:9]1[S:8][C:7]2=[C:2]([N:14]3[CH2:19][CH2:18][CH:17]([CH2:20][CH2:21][NH:22][C:23](=[O:29])[O:24][C:25]([CH3:27])([CH3:26])[CH3:28])[CH2:16][CH2:15]3)[N:3]=[CH:4][CH:5]=[C:6]2[CH:10]=1)(=[O:12])[NH2:13]. The catalyst class is: 37. (10) Reactant: [Cl:1][C:2]1[C:23]([O:24][CH3:25])=[CH:22][CH:21]=[CH:20][C:3]=1[C:4]([C:6]1[CH:11]=[C:10]([CH3:12])[CH:9]=[CH:8][C:7]=1[NH:13]C(=O)C(C)(C)C)=[O:5].O.[OH-].[Na+]. Product: [NH2:13][C:7]1[CH:8]=[CH:9][C:10]([CH3:12])=[CH:11][C:6]=1[C:4]([C:3]1[CH:20]=[CH:21][CH:22]=[C:23]([O:24][CH3:25])[C:2]=1[Cl:1])=[O:5]. The catalyst class is: 8.